From a dataset of Full USPTO retrosynthesis dataset with 1.9M reactions from patents (1976-2016). Predict the reactants needed to synthesize the given product. (1) Given the product [OH:34][CH:33]([C:35]1[O:36][C:37]([CH2:40][O:41][CH3:42])=[N:38][N:39]=1)[CH:32]([NH:31][C:5](=[O:7])[CH:4]([CH2:8][S:9]([CH2:12][C:13]1[CH:18]=[CH:17][CH:16]=[CH:15][CH:14]=1)(=[O:11])=[O:10])[CH2:3][C:2](=[O:1])[N:19]1[CH2:23][CH2:22][CH2:21][CH2:20]1)[CH2:43][CH3:25], predict the reactants needed to synthesize it. The reactants are: [O:1]=[C:2]([N:19]1[CH2:23][CH2:22][CH2:21][CH2:20]1)[CH2:3][CH:4]([CH2:8][S:9]([CH2:12][C:13]1[CH:18]=[CH:17][CH:16]=[CH:15][CH:14]=1)(=[O:11])=[O:10])[C:5]([OH:7])=O.O[C:25](C(F)(F)F)=O.[NH2:31][CH:32]([CH3:43])[CH:33]([C:35]1[O:36][C:37]([CH2:40][O:41][CH3:42])=[N:38][N:39]=1)[OH:34].C1C=CC2N(O)N=NC=2C=1.C(Cl)CCl.CN1CCOCC1. (2) Given the product [CH3:9][Si:10]([CH3:12])([CH3:11])[C:4]1[C:3]([F:8])=[C:2]([Br:1])[CH:7]=[CH:6][CH:5]=1, predict the reactants needed to synthesize it. The reactants are: [Br:1][C:2]1[CH:7]=[CH:6][CH:5]=[CH:4][C:3]=1[F:8].[CH3:9][Si:10](Cl)([CH3:12])[CH3:11].C([N-]C(C)C)(C)C.[Li+].Cl. (3) Given the product [NH:18]1[CH2:19][CH2:20][CH:21]([N:24]2[CH:29]=[CH:28][NH:27][C:25]2=[O:26])[CH2:22][CH2:23]1, predict the reactants needed to synthesize it. The reactants are: [H-].C([Al+]CC(C)C)C(C)C.C(OC([N:18]1[CH2:23][CH2:22][CH:21]([NH:24][C:25]([NH:27][CH2:28][C:29](OC)=O)=[O:26])[CH2:20][CH2:19]1)=O)(C)(C)C.